Predict the reactants needed to synthesize the given product. From a dataset of Full USPTO retrosynthesis dataset with 1.9M reactions from patents (1976-2016). (1) Given the product [ClH:39].[ClH:39].[NH:7]1[C:11]2[CH:12]=[CH:13][C:14]([CH2:16][NH:17][C:18]3[C:23]([C:24]#[N:25])=[CH:22][N:21]=[C:20]([NH:26][CH2:27][C:28]4[CH:33]=[CH:32][CH:31]=[CH:30][C:29]=4[O:34][C:35]([F:36])([F:37])[F:38])[N:19]=3)=[CH:15][C:10]=2[N:9]=[CH:8]1, predict the reactants needed to synthesize it. The reactants are: O1CCCCC1[N:7]1[C:11]2[CH:12]=[CH:13][C:14]([CH2:16][NH:17][C:18]3[C:23]([C:24]#[N:25])=[CH:22][N:21]=[C:20]([NH:26][CH2:27][C:28]4[CH:33]=[CH:32][CH:31]=[CH:30][C:29]=4[O:34][C:35]([F:38])([F:37])[F:36])[N:19]=3)=[CH:15][C:10]=2[N:9]=[CH:8]1.[ClH:39]. (2) Given the product [CH:3]1([C:6]2[C:11]([C:12]3[CH:17]=[CH:16][C:15]([F:18])=[CH:14][C:13]=3[F:19])=[C:10]([F:20])[C:9]([O:21][CH3:22])=[C:8]([CH2:23][N:24]3[CH2:27][C:26]4([CH2:31][C:30]([N:32]5[CH2:33][CH2:34][C:35]([CH3:43])([C:38]([OH:40])=[O:39])[CH2:36][CH2:37]5)=[N:29][O:28]4)[CH2:25]3)[CH:7]=2)[CH2:5][CH2:4]1, predict the reactants needed to synthesize it. The reactants are: [OH-].[Na+].[CH:3]1([C:6]2[C:11]([C:12]3[CH:17]=[CH:16][C:15]([F:18])=[CH:14][C:13]=3[F:19])=[C:10]([F:20])[C:9]([O:21][CH3:22])=[C:8]([CH2:23][N:24]3[CH2:27][C:26]4([CH2:31][C:30]([N:32]5[CH2:37][CH2:36][C:35]([CH3:43])([C:38]([O:40]CC)=[O:39])[CH2:34][CH2:33]5)=[N:29][O:28]4)[CH2:25]3)[CH:7]=2)[CH2:5][CH2:4]1.